The task is: Predict the product of the given reaction.. This data is from Forward reaction prediction with 1.9M reactions from USPTO patents (1976-2016). (1) The product is: [C:15]([OH:18])(=[O:17])[CH3:16].[Cl:1][C:2]1[C:3]([CH2:12][CH2:13][NH2:14])=[N:4][CH:5]=[C:6]([C:8]([F:11])([F:9])[F:10])[CH:7]=1. Given the reactants [Cl:1][C:2]1[C:3]([CH2:12][C:13]#[N:14])=[N:4][CH:5]=[C:6]([C:8]([F:11])([F:10])[F:9])[CH:7]=1.[C:15]([OH:18])(=[O:17])[CH3:16], predict the reaction product. (2) Given the reactants [OH:1][C:2]1[CH:3]=[C:4]([O:11][C@@H:12]([C@H:14]2[CH2:18][N:17]([C@@H](C3C=CC(O)=CC=3)C)[C:16](=[O:28])[CH2:15]2)[CH3:13])[C:5]2[S:9][CH:8]=[N:7][C:6]=2[CH:10]=1.C(O)(C(F)(F)F)=O, predict the reaction product. The product is: [OH:1][C:2]1[CH:3]=[C:4]([O:11][C@@H:12]([C@H:14]2[CH2:18][NH:17][C:16](=[O:28])[CH2:15]2)[CH3:13])[C:5]2[S:9][CH:8]=[N:7][C:6]=2[CH:10]=1.